Dataset: Forward reaction prediction with 1.9M reactions from USPTO patents (1976-2016). Task: Predict the product of the given reaction. (1) Given the reactants [F:1][C:2]1[CH:3]=[C:4]([C:9]2[C:10]3[CH2:29]O[CH2:27][CH2:26][C:11]=3[N:12]([C:14]([NH:16][C@@H:17]([C:22]([CH3:25])([CH3:24])[CH3:23])[C:18]([NH:20][CH3:21])=[O:19])=[O:15])[N:13]=2)[CH:5]=[CH:6][C:7]=1[F:8].[O:30]1[C:34]2(CCC(=O)CC2)[O:33][CH2:32][CH2:31]1, predict the reaction product. The product is: [F:1][C:2]1[CH:3]=[C:4]([C:9]2[C:10]3[CH2:29][C:34]4([O:33][CH2:32][CH2:31][O:30]4)[CH2:27][CH2:26][C:11]=3[N:12]([C:14]([NH:16][C@@H:17]([C:22]([CH3:23])([CH3:25])[CH3:24])[C:18]([NH:20][CH3:21])=[O:19])=[O:15])[N:13]=2)[CH:5]=[CH:6][C:7]=1[F:8]. (2) Given the reactants I[C:2]1[CH:29]=[CH:28][C:5]2[N:6]([CH2:9][C:10]3[CH:15]=[CH:14][C:13]([O:16][CH2:17][C:18]4[CH:19]=[N:20][C:21]([O:24][CH3:25])=[CH:22][CH:23]=4)=[C:12]([O:26][CH3:27])[CH:11]=3)[CH:7]=[N:8][C:4]=2[CH:3]=1.CC1(C)C(C)(C)OB([C:38]2[CH2:43][CH2:42][N:41]([C:44]([O-:46])=[O:45])[CH2:40][CH:39]=2)O1, predict the reaction product. The product is: [CH3:27][O:26][C:12]1[CH:11]=[C:10]([CH:15]=[CH:14][C:13]=1[O:16][CH2:17][C:18]1[CH:19]=[N:20][C:21]([O:24][CH3:25])=[CH:22][CH:23]=1)[CH2:9][N:6]1[C:5]2[CH:28]=[CH:29][C:2]([C:38]3[CH2:43][CH2:42][N:41]([C:44]([O:46][C:10]([CH3:15])([CH3:11])[CH3:9])=[O:45])[CH2:40][CH:39]=3)=[CH:3][C:4]=2[N:8]=[CH:7]1.